Dataset: Reaction yield outcomes from USPTO patents with 853,638 reactions. Task: Predict the reaction yield, written as a fraction of the theoretical maximum amount of product (1.0 means a 100% yield; for example, 0.34 means a 34% yield). (1) The reactants are [F:1][C:2]([F:6])([F:5])[CH2:3][OH:4].[H-].[Na+].F[C:10]1[CH:15]=[C:14]([F:16])[CH:13]=[CH:12][C:11]=1[N+:17]([O-:19])=[O:18]. The catalyst is C1COCC1. The product is [F:16][C:14]1[CH:15]=[CH:10][C:11]([N+:17]([O-:19])=[O:18])=[C:12]([O:4][CH2:3][C:2]([F:6])([F:5])[F:1])[CH:13]=1. The yield is 0.720. (2) The reactants are C([O:5][C:6]([C:8]1[S:31][C:11]2=[CH:12][CH:13]=[C:14]3[C:19]([N:18]=[C:17]([NH:20][C:21]4[CH:26]=[CH:25][CH:24]=[C:23]([S:27](=[O:30])(=[O:29])[NH2:28])[CH:22]=4)[N:16]=[CH:15]3)=[C:10]2[CH:9]=1)=[O:7])(C)(C)C.C(O)(C(F)(F)F)=O.ClCCl.O. No catalyst specified. The product is [S:27]([C:23]1[CH:22]=[C:21]([NH:20][C:17]2[N:16]=[CH:15][C:14]3[C:19](=[C:10]4[CH:9]=[C:8]([C:6]([OH:7])=[O:5])[S:31][C:11]4=[CH:12][CH:13]=3)[N:18]=2)[CH:26]=[CH:25][CH:24]=1)(=[O:30])(=[O:29])[NH2:28]. The yield is 0.860. (3) The reactants are [Cl:1][C:2]1[CH:3]=[C:4]([C:8](=[O:10])[CH3:9])[CH:5]=[CH:6][CH:7]=1.[C:11](#[N:13])[CH3:12]. No catalyst specified. The product is [Cl:1][C:2]1[CH:3]=[C:4]([C:8]2[O:10][C:11]([CH3:12])=[N:13][CH:9]=2)[CH:5]=[CH:6][CH:7]=1. The yield is 0.839. (4) The reactants are Br[C:2]1[CH:3]=[C:4]2[N:10]=[CH:9][N:8]([CH2:11][C:12]3[CH:28]=[CH:27][C:15]4[N:16]=[C:17]([NH:19][C@@H:20]5[CH2:25][CH2:24][CH2:23][CH2:22][C@H:21]5[OH:26])[S:18][C:14]=4[CH:13]=3)[C:5]2=[N:6][CH:7]=1.[CH3:29][N:30]1[CH:34]=[C:33](B2OC(C)(C)C(C)(C)O2)[CH:32]=[N:31]1.C([O-])([O-])=O.[Na+].[Na+]. The catalyst is C1(C=CC=CC=1)[P](C1C=CC=CC=1)(C1C=CC=CC=1)[Pd][P](C1C=CC=CC=1)(C1C=CC=CC=1)C1C=CC=CC=1.COCCOC. The product is [CH3:29][N:30]1[CH:34]=[C:33]([C:2]2[CH:3]=[C:4]3[N:10]=[CH:9][N:8]([CH2:11][C:12]4[CH:28]=[CH:27][C:15]5[N:16]=[C:17]([NH:19][C@@H:20]6[CH2:25][CH2:24][CH2:23][CH2:22][C@H:21]6[OH:26])[S:18][C:14]=5[CH:13]=4)[C:5]3=[N:6][CH:7]=2)[CH:32]=[N:31]1. The yield is 0.410. (5) The reactants are [CH:1]1([C:4]([N:6]2[C:15]3[C:10](=[C:11]([O:24][C:25]4[CH:30]=[CH:29][CH:28]=[CH:27][CH:26]=4)[C:12]([N:16]4[CH:20]=[C:19]([N+:21]([O-])=O)[CH:18]=[N:17]4)=[CH:13][CH:14]=3)[CH2:9][CH2:8][C@@H:7]2[CH3:31])=[O:5])[CH2:3][CH2:2]1.[Cl-].[NH4+].O1CCCC1.C(O)C. The catalyst is [Fe].O. The product is [NH2:21][C:19]1[CH:18]=[N:17][N:16]([C:12]2[C:11]([O:24][C:25]3[CH:26]=[CH:27][CH:28]=[CH:29][CH:30]=3)=[C:10]3[C:15](=[CH:14][CH:13]=2)[N:6]([C:4]([CH:1]2[CH2:2][CH2:3]2)=[O:5])[C@@H:7]([CH3:31])[CH2:8][CH2:9]3)[CH:20]=1. The yield is 0.810. (6) The reactants are [OH:1][CH2:2][C@@H:3]([NH:7][C:8](=[O:14])[O:9][C:10]([CH3:13])([CH3:12])[CH3:11])[CH:4]([CH3:6])[CH3:5].[Cr](O[Cr]([O-])(=O)=O)([O-])(=O)=O.[NH+]1C=CC=CC=1.[NH+]1C=CC=CC=1. The catalyst is C(Cl)Cl. The product is [CH3:5][CH:4]([CH3:6])[C@H:3]([NH:7][C:8](=[O:14])[O:9][C:10]([CH3:13])([CH3:12])[CH3:11])[CH:2]=[O:1]. The yield is 0.337. (7) The product is [F:33][C:30]([F:31])([F:32])[CH2:29][O:28][C:18]1[C:19]([C:24]([CH3:26])([CH3:25])[CH3:27])=[CH:20][C:21]([CH3:23])=[CH:22][C:17]=1[C:16]1[C:10]2[CH:9]=[C:8]([C:6]([CH3:7])=[CH:5][C:4]([OH:34])=[O:3])[S:12][C:11]=2[CH:13]=[CH:14][CH:15]=1. The yield is 0.580. The reactants are C([O:3][C:4](=[O:34])[CH:5]=[C:6]([C:8]1[S:12][C:11]2[CH:13]=[CH:14][CH:15]=[C:16]([C:17]3[CH:22]=[C:21]([CH3:23])[CH:20]=[C:19]([C:24]([CH3:27])([CH3:26])[CH3:25])[C:18]=3[O:28][CH2:29][C:30]([F:33])([F:32])[F:31])[C:10]=2[CH:9]=1)[CH3:7])C.C1COCC1.[Li+].[OH-]. The catalyst is CO. (8) The reactants are [NH2:1][C:2]1[CH:3]=[N:4][CH:5]=[CH:6][C:7]=1[NH:8][C@@H:9]1[CH2:14][CH2:13][C@H:12]([C:15]([O:17][CH3:18])=[O:16])[CH2:11][CH2:10]1.[C:19]([N:27]=[C:28]=S)(=[O:26])[C:20]1[CH:25]=[CH:24][CH:23]=[CH:22][CH:21]=1. The catalyst is C(#N)C. The product is [C:19](/[N:27]=[C:28]1/[N:8]([C@@H:9]2[CH2:10][CH2:11][C@H:12]([C:15]([O:17][CH3:18])=[O:16])[CH2:13][CH2:14]2)[C:7]2[CH:6]=[CH:5][N:4]=[CH:3][C:2]=2[NH:1]/1)(=[O:26])[C:20]1[CH:25]=[CH:24][CH:23]=[CH:22][CH:21]=1. The yield is 0.170. (9) The reactants are [CH3:1][C:2]1[CH:7]=[CH:6][C:5]([S:8]([O:11][CH2:12][CH:13]2[CH2:17][C:16]3[CH:18]=[C:19]([Cl:30])[CH:20]=[C:21](OS(C(F)(F)F)(=O)=O)[C:15]=3[O:14]2)(=[O:10])=[O:9])=[CH:4][CH:3]=1.[Cl:31][C:32]1[CH:33]=[C:34](B(O)O)[CH:35]=[CH:36][CH:37]=1.C(=O)([O-])[O-].[K+].[K+]. The catalyst is C1C=CC([PH+]([C]2[CH][CH][CH][CH]2)C2C=CC=CC=2)=CC=1.C1C=CC([PH+]([C]2[CH][CH][CH][CH]2)C2C=CC=CC=2)=CC=1.C(Cl)Cl.Cl[Pd]Cl.[Fe]. The product is [CH3:1][C:2]1[CH:3]=[CH:4][C:5]([S:8]([O:11][CH2:12][CH:13]2[CH2:17][C:16]3[CH:18]=[C:19]([Cl:30])[CH:20]=[C:21]([C:36]4[CH:35]=[CH:34][CH:33]=[C:32]([Cl:31])[CH:37]=4)[C:15]=3[O:14]2)(=[O:9])=[O:10])=[CH:6][CH:7]=1. The yield is 0.800.